Dataset: Reaction yield outcomes from USPTO patents with 853,638 reactions. Task: Predict the reaction yield, written as a fraction of the theoretical maximum amount of product (1.0 means a 100% yield; for example, 0.34 means a 34% yield). The reactants are [CH3:1][O:2][C:3]([C:5]1[CH2:6][N:7]([C:28]([O:30][C:31]([CH3:34])([CH3:33])[CH3:32])=[O:29])[CH2:8][CH2:9][C:10]=1[C:11]1[CH:16]=[CH:15][C:14]([O:17][CH2:18][CH2:19][O:20][Si:21]([C:24]([CH3:27])([CH3:26])[CH3:25])([CH3:23])[CH3:22])=[CH:13][CH:12]=1)=[O:4].Cl. The catalyst is CO. The product is [CH3:1][O:2][C:3]([CH:5]1[CH:10]([C:11]2[CH:16]=[CH:15][C:14]([O:17][CH2:18][CH2:19][O:20][Si:21]([C:24]([CH3:27])([CH3:25])[CH3:26])([CH3:23])[CH3:22])=[CH:13][CH:12]=2)[CH2:9][CH2:8][N:7]([C:28]([O:30][C:31]([CH3:34])([CH3:33])[CH3:32])=[O:29])[CH2:6]1)=[O:4]. The yield is 0.930.